Dataset: Catalyst prediction with 721,799 reactions and 888 catalyst types from USPTO. Task: Predict which catalyst facilitates the given reaction. (1) Reactant: Cl[C:2]1[CH:9]=[CH:8][C:5]([C:6]#[N:7])=[C:4]([O:10][CH2:11][CH:12]([F:14])[F:13])[N:3]=1.[Br:15][C:16]1[CH:23]=[CH:22][C:21]([OH:24])=[CH:20][C:17]=1[CH:18]=[O:19].C([O-])([O-])=O.[K+].[K+]. Product: [Br:15][C:16]1[CH:23]=[CH:22][C:21]([O:24][C:2]2[CH:9]=[CH:8][C:5]([C:6]#[N:7])=[C:4]([O:10][CH2:11][CH:12]([F:14])[F:13])[N:3]=2)=[CH:20][C:17]=1[CH:18]=[O:19]. The catalyst class is: 35. (2) Reactant: [CH:1]1([CH:4]2[C:13]3[C:8]4=[C:9]([CH2:18][N:19](C(OC(C)(C)C)=O)[CH2:20][CH2:21][N:7]4[CH2:6][CH2:5]2)[CH:10]=[C:11]([CH2:14][CH2:15][O:16][CH3:17])[CH:12]=3)[CH2:3][CH2:2]1.C(O)(C(F)(F)F)=O. Product: [CH:1]1([CH:4]2[C:13]3[C:8]4=[C:9]([CH2:18][NH:19][CH2:20][CH2:21][N:7]4[CH2:6][CH2:5]2)[CH:10]=[C:11]([CH2:14][CH2:15][O:16][CH3:17])[CH:12]=3)[CH2:3][CH2:2]1. The catalyst class is: 2. (3) Reactant: [Cl:1][C:2]1[CH:7]=[CH:6][C:5]([C:8]2[N:12]([CH:13]([CH:17]3[CH2:22][CH2:21][CH2:20][CH2:19][CH2:18]3)[C:14]([NH2:16])=O)[C:11]3[CH:23]=[C:24]([F:28])[C:25]([F:27])=[CH:26][C:10]=3[N:9]=2)=[CH:4][CH:3]=1.B(F)(F)F.CCOCC.B.C1COCC1.Cl. Product: [Cl:1][C:2]1[CH:7]=[CH:6][C:5]([C:8]2[N:12]([CH:13]([CH:17]3[CH2:18][CH2:19][CH2:20][CH2:21][CH2:22]3)[CH2:14][NH2:16])[C:11]3[CH:23]=[C:24]([F:28])[C:25]([F:27])=[CH:26][C:10]=3[N:9]=2)=[CH:4][CH:3]=1. The catalyst class is: 83. (4) Reactant: [F:1][C:2]([F:32])([F:31])[C:3]1[CH:8]=[CH:7][C:6]([C:9]2[C:10]([C:15]([NH:17][C:18]3[CH:27]=[C:26]4[C:21]([CH:22]=[C:23]([C:28]([OH:30])=O)[CH:24]=[N:25]4)=[CH:20][CH:19]=3)=[O:16])=[CH:11][CH:12]=[CH:13][CH:14]=2)=[CH:5][CH:4]=1.[CH3:33][C:34]1[CH:41]=[CH:40][CH:39]=[CH:38][C:35]=1[CH2:36][NH2:37].Cl.CN(C)CCCN=C=NCC.ON1C2C=CC=CC=2N=N1.C(N(CC)CC)C. Product: [CH3:33][C:34]1[CH:41]=[CH:40][CH:39]=[CH:38][C:35]=1[CH2:36][NH:37][C:28]([C:23]1[CH:24]=[N:25][C:26]2[C:21]([CH:22]=1)=[CH:20][CH:19]=[C:18]([NH:17][C:15]([C:10]1[C:9]([C:6]3[CH:7]=[CH:8][C:3]([C:2]([F:31])([F:1])[F:32])=[CH:4][CH:5]=3)=[CH:14][CH:13]=[CH:12][CH:11]=1)=[O:16])[CH:27]=2)=[O:30]. The catalyst class is: 4.